This data is from Forward reaction prediction with 1.9M reactions from USPTO patents (1976-2016). The task is: Predict the product of the given reaction. (1) Given the reactants Br[C:2]1[CH:3]=[C:4]([O:8][CH2:9][CH:10]2[CH2:14][CH2:13][N:12]([CH2:15][C:16]3[CH:21]=[CH:20][CH:19]=[CH:18][CH:17]=3)[CH2:11]2)[CH:5]=[N:6][CH:7]=1.[CH3:22][Mg]Br.O, predict the reaction product. The product is: [CH3:22][C:2]1[CH:3]=[C:4]([O:8][CH2:9][CH:10]2[CH2:14][CH2:13][N:12]([CH2:15][C:16]3[CH:21]=[CH:20][CH:19]=[CH:18][CH:17]=3)[CH2:11]2)[CH:5]=[N:6][CH:7]=1. (2) Given the reactants CC1C=CC(S([O:11][CH2:12][CH2:13][N:14]([C:16]([O:18][C:19]([CH3:22])([CH3:21])[CH3:20])=[O:17])[CH3:15])(=O)=O)=CC=1.[Br:23][C:24]1[CH:25]=[C:26]([NH:32][C:33]2[CH:38]=[CH:37][CH:36]=[C:35](O)[N:34]=2)[C:27](=[O:31])[N:28]([CH3:30])[CH:29]=1.C([O-])([O-])=O.[Cs+].[Cs+], predict the reaction product. The product is: [Br:23][C:24]1[CH:25]=[C:26]([NH:32][C:33]2[N:34]=[C:35]([O:11][CH2:12][CH2:13][N:14]([CH3:15])[C:16](=[O:17])[O:18][C:19]([CH3:20])([CH3:21])[CH3:22])[CH:36]=[CH:37][CH:38]=2)[C:27](=[O:31])[N:28]([CH3:30])[CH:29]=1. (3) Given the reactants Br[C:2]1[CH:3]=[C:4]([CH:9]=[CH:10][C:11]=1[O:12][CH3:13])[CH2:5][N:6]([CH3:8])[CH3:7].[Li]CCCC.CN([CH:22]=[O:23])C, predict the reaction product. The product is: [CH3:7][N:6]([CH2:5][C:4]1[CH:9]=[CH:10][C:11]([O:12][CH3:13])=[C:2]([CH:3]=1)[CH:22]=[O:23])[CH3:8]. (4) Given the reactants [Cl:1][C:2]1[C:3]([O:12][C:13]2[CH:18]=[C:17]([O:19]COC)[CH:16]=[CH:15][C:14]=2[CH2:23][CH2:24][C:25]([O:27][CH2:28][CH3:29])=[O:26])=[N:4][CH:5]=[C:6]([C:8]([F:11])([F:10])[F:9])[CH:7]=1.Cl.[OH-].[Na+], predict the reaction product. The product is: [Cl:1][C:2]1[C:3]([O:12][C:13]2[CH:18]=[C:17]([OH:19])[CH:16]=[CH:15][C:14]=2[CH2:23][CH2:24][C:25]([O:27][CH2:28][CH3:29])=[O:26])=[N:4][CH:5]=[C:6]([C:8]([F:10])([F:9])[F:11])[CH:7]=1. (5) Given the reactants FC(F)(F)C(O)=O.Br[C:9]1[CH:10]=[C:11]([C:15]2[NH:16][C:17]3[C:22]([CH:23]=2)=[CH:21][CH:20]=[CH:19][CH:18]=3)[CH:12]=[N:13][CH:14]=1.[C:24]([C:27]1[CH:32]=[CH:31][C:30](B(O)O)=[CH:29][CH:28]=1)([OH:26])=[O:25].C([O-])(O)=O.[Na+:40], predict the reaction product. The product is: [NH:16]1[C:17]2[C:22](=[CH:21][CH:20]=[CH:19][CH:18]=2)[CH:23]=[C:15]1[C:11]1[CH:10]=[C:9]([C:30]2[CH:31]=[CH:32][C:27]([C:24]([O-:26])=[O:25])=[CH:28][CH:29]=2)[CH:14]=[N:13][CH:12]=1.[Na+:40]. (6) Given the reactants [N+:1]([C:4]1[CH:5]=[C:6]([OH:10])[CH:7]=[CH:8][CH:9]=1)([O-])=O.Br[CH2:12][C:13]1[CH:18]=[CH:17][C:16]([F:19])=[CH:15][CH:14]=1.BrCC1C=CC=C(F)C=1, predict the reaction product. The product is: [F:19][C:16]1[CH:17]=[CH:18][C:13]([CH2:12][O:10][C:6]2[CH:5]=[C:4]([NH2:1])[CH:9]=[CH:8][CH:7]=2)=[CH:14][CH:15]=1. (7) The product is: [OH:30][C:31]1[CH:36]=[C:35]([C:2]2[N:10]=[C:9]3[C:5]([N:6]=[CH:7][N:8]3[CH:11]3[CH2:16][CH2:15][N:14]([C:17]([O:19][C:20]([CH3:23])([CH3:22])[CH3:21])=[O:18])[CH2:13][CH2:12]3)=[C:4]([N:24]3[CH2:29][CH2:28][O:27][CH2:26][CH2:25]3)[N:3]=2)[CH:34]=[CH:33][CH:32]=1. Given the reactants Cl[C:2]1[N:10]=[C:9]2[C:5]([N:6]=[CH:7][N:8]2[CH:11]2[CH2:16][CH2:15][N:14]([C:17]([O:19][C:20]([CH3:23])([CH3:22])[CH3:21])=[O:18])[CH2:13][CH2:12]2)=[C:4]([N:24]2[CH2:29][CH2:28][O:27][CH2:26][CH2:25]2)[N:3]=1.[OH:30][C:31]1[CH:32]=[C:33](B(O)O)[CH:34]=[CH:35][CH:36]=1.C(=O)([O-])[O-].[Na+].[Na+], predict the reaction product. (8) Given the reactants [NH2:1][CH2:2][C:3]1[CH:8]=[CH:7][CH:6]=[CH:5][C:4]=1[N:9]([CH3:14])[S:10]([CH3:13])(=[O:12])=[O:11].[CH3:15][O:16][C:17]1[CH:18]=[C:19]([CH2:25][C:26](O)=[O:27])[CH:20]=[CH:21][C:22]=1[O:23][CH3:24].CCCP(=O)=O.CCN(C(C)C)C(C)C, predict the reaction product. The product is: [CH3:15][O:16][C:17]1[CH:18]=[C:19]([CH2:25][C:26]([NH:1][CH2:2][C:3]2[CH:8]=[CH:7][CH:6]=[CH:5][C:4]=2[N:9]([CH3:14])[S:10]([CH3:13])(=[O:12])=[O:11])=[O:27])[CH:20]=[CH:21][C:22]=1[O:23][CH3:24]. (9) Given the reactants [NH:1]1[CH2:6][CH2:5][O:4][CH2:3][CH2:2]1.[N+:7]([C:10]1[CH:15]=[C:14]([N+:16]([O-:18])=[O:17])[CH:13]=[CH:12][C:11]=1[S:19](Cl)(=[O:21])=[O:20])([O-:9])=[O:8], predict the reaction product. The product is: [N+:7]([C:10]1[CH:15]=[C:14]([N+:16]([O-:18])=[O:17])[CH:13]=[CH:12][C:11]=1[S:19]([N:1]1[CH2:6][CH2:5][O:4][CH2:3][CH2:2]1)(=[O:21])=[O:20])([O-:9])=[O:8].